Dataset: Reaction yield outcomes from USPTO patents with 853,638 reactions. Task: Predict the reaction yield, written as a fraction of the theoretical maximum amount of product (1.0 means a 100% yield; for example, 0.34 means a 34% yield). The reactants are [O:1]([CH2:8][C:9]1[CH:14]=[CH:13][C:12]([CH2:15][C:16](Cl)=[N:17][OH:18])=[CH:11][CH:10]=1)[C:2]1[CH:7]=[CH:6][CH:5]=[CH:4][CH:3]=1.[C:20]([C:22]1[C:23]([NH2:29])=[N:24][C:25]([NH2:28])=[CH:26][CH:27]=1)#[CH:21].C(N(CC)CC)C. The catalyst is O1CCCC1. The product is [O:1]([CH2:8][C:9]1[CH:14]=[CH:13][C:12]([CH2:15][C:16]2[CH:21]=[C:20]([C:22]3[C:23]([NH2:29])=[N:24][C:25]([NH2:28])=[CH:26][CH:27]=3)[O:18][N:17]=2)=[CH:11][CH:10]=1)[C:2]1[CH:7]=[CH:6][CH:5]=[CH:4][CH:3]=1. The yield is 0.220.